Dataset: Full USPTO retrosynthesis dataset with 1.9M reactions from patents (1976-2016). Task: Predict the reactants needed to synthesize the given product. (1) Given the product [O:28]=[C:3]1[CH2:2][O:1][CH2:24][CH2:23][N:4]1[CH:5]1[CH2:10][CH2:9][N:8]([C:11]([O:13][C:14]([CH3:17])([CH3:16])[CH3:15])=[O:12])[CH2:7][CH2:6]1, predict the reactants needed to synthesize it. The reactants are: [OH:1][CH2:2][CH2:3][NH:4][CH:5]1[CH2:10][CH2:9][N:8]([C:11]([O:13][C:14]([CH3:17])([CH3:16])[CH3:15])=[O:12])[CH2:7][CH2:6]1.C(N([CH2:23][CH3:24])CC)C.ClCC(Cl)=[O:28].[H-].[Na+]. (2) Given the product [NH2:1][C:4]1[CH:5]=[N:6][C:7]([CH2:13][C:14]2[N:15]([C:19]3[C:24]([Br:25])=[CH:23][CH:22]=[CH:21][N:20]=3)[N:16]=[CH:17][CH:18]=2)=[C:8]([CH2:10][CH2:11][CH3:12])[CH:9]=1, predict the reactants needed to synthesize it. The reactants are: [N+:1]([C:4]1[CH:5]=[N:6][C:7]([CH2:13][C:14]2[N:15]([C:19]3[C:24]([Br:25])=[CH:23][CH:22]=[CH:21][N:20]=3)[N:16]=[CH:17][CH:18]=2)=[C:8]([CH2:10][CH2:11][CH3:12])[CH:9]=1)([O-])=O.O.[Sn](Cl)(Cl)(Cl)Cl.O.[OH-].[Na+]. (3) The reactants are: [CH:1]1[N:5]=[CH:4][N:3]([CH2:6][C:7]([P:13]([OH:16])([OH:15])=[O:14])([P:9]([OH:12])([OH:11])=[O:10])[OH:8])[CH:2]=1.CN(C=O)C.[OH-].[Na+:23].O. Given the product [CH:1]1[N:5]=[CH:4][N:3]([CH2:6][C:7]([P:9]([O-:12])([O-:11])=[O:10])([P:13]([O-:15])([OH:16])=[O:14])[OH:8])[CH:2]=1.[Na+:23].[Na+:23].[Na+:23], predict the reactants needed to synthesize it. (4) Given the product [CH3:15][C:12]1([CH3:16])[CH2:13][CH2:14][C:9]([CH2:8][CH2:7][CH2:6][OH:5])=[CH:10][CH2:11]1, predict the reactants needed to synthesize it. The reactants are: C([O:5][C:6](=O)[CH2:7][CH2:8][C:9]1[CH2:14][CH2:13][C:12]([CH3:16])([CH3:15])[CH2:11][CH:10]=1)CCC.C1(C)C=CC=CC=1.C[SiH](O)C.C[Si](C)(C)C.C[Si](O)(C)C.[OH-].[K+]. (5) Given the product [CH:1]12[CH2:7][CH:4]([CH2:5][CH2:6]1)[CH:3]=[CH:2]2.[C:8]([O:13][CH3:14])(=[O:12])[C:9]([CH3:11])=[CH2:10], predict the reactants needed to synthesize it. The reactants are: [CH:1]12[CH2:7][CH:4]([CH2:5][CH2:6]1)[CH:3]=[CH:2]2.[C:8]([O:13][CH3:14])(=[O:12])[C:9]([CH3:11])=[CH2:10].N(C(C)(C)C#N)=NC(C)(C)C#N.CC[Al](Cl)CC.CC[Al](Cl)Cl.Cl.CO. (6) Given the product [Cl-:7].[Cl-:1].[Cl-:7].[Cl-:7].[Hf+4:5].[N+:9]([CH3:12])([O-:11])=[O:10], predict the reactants needed to synthesize it. The reactants are: [Cl-:1].[Cl-].[Cl-].[Cl-].[Hf+4:5].C(Cl)[Cl:7].[N+:9]([CH3:12])([O-:11])=[O:10]. (7) Given the product [Cl:8][C:9]1[C:26]([CH2:27][N:28]2[CH2:29][CH2:30][C:31]3([O:36][CH2:35][CH2:34][N:33]([C:37]([C:39]4[N:40]=[C:41]([CH2:44][CH3:45])[S:42][CH:43]=4)=[O:38])[CH2:32]3)[CH2:46][CH2:47]2)=[CH:25][CH:24]=[CH:23][C:10]=1[CH2:11][CH2:12][O:13][CH2:14][CH2:15][C:16]([OH:18])=[O:17], predict the reactants needed to synthesize it. The reactants are: C(O)(C(F)(F)F)=O.[Cl:8][C:9]1[C:26]([CH2:27][N:28]2[CH2:47][CH2:46][C:31]3([O:36][CH2:35][CH2:34][N:33]([C:37]([C:39]4[N:40]=[C:41]([CH2:44][CH3:45])[S:42][CH:43]=4)=[O:38])[CH2:32]3)[CH2:30][CH2:29]2)=[CH:25][CH:24]=[CH:23][C:10]=1[CH2:11][CH2:12][O:13][CH2:14][CH2:15][C:16]([O:18]C(C)(C)C)=[O:17]. (8) The reactants are: [CH2:1]([N:8]1[CH2:13][CH2:12][C:11](=O)[CH2:10][CH2:9]1)[C:2]1[CH:7]=[CH:6][CH:5]=[CH:4][CH:3]=1.[NH2:15][C:16]1[CH:21]=[CH:20][C:19]([C:22]([OH:31])([C:27]([F:30])([F:29])[F:28])[C:23]([F:26])([F:25])[F:24])=[CH:18][CH:17]=1.C[Si]([C:36]#[N:37])(C)C.[NH4+].[OH-]. Given the product [CH2:1]([N:8]1[CH2:13][CH2:12][C:11]([NH:15][C:16]2[CH:17]=[CH:18][C:19]([C:22]([OH:31])([C:23]([F:24])([F:25])[F:26])[C:27]([F:28])([F:29])[F:30])=[CH:20][CH:21]=2)([C:36]#[N:37])[CH2:10][CH2:9]1)[C:2]1[CH:7]=[CH:6][CH:5]=[CH:4][CH:3]=1, predict the reactants needed to synthesize it. (9) Given the product [CH3:14][N:13]1[CH:12]([CH3:15])[CH2:11][C:10]2([CH3:16])[CH2:9][CH:8]1[CH2:1][C:2]1[CH:7]=[CH:6][CH:5]=[CH:4][C:3]=12, predict the reactants needed to synthesize it. The reactants are: [CH2:1]([CH:8]1[N:13]([CH3:14])[CH:12]([CH3:15])[CH2:11][C:10]([CH3:16])=[CH:9]1)[C:2]1[CH:7]=[CH:6][CH:5]=[CH:4][CH:3]=1.C(C1CC(C)=CC(C)N1C)C1C=CC=CC=1.N.